This data is from Forward reaction prediction with 1.9M reactions from USPTO patents (1976-2016). The task is: Predict the product of the given reaction. The product is: [CH2:32]([O:31][C:29](=[O:30])[CH:28]([CH2:2][C:3]1[CH:11]=[CH:10][C:6]2[O:7][CH2:8][O:9][C:5]=2[CH:4]=1)[C:20](=[O:27])[C:21]1[CH:22]=[CH:23][CH:24]=[CH:25][CH:26]=1)[CH3:33]. Given the reactants Cl[CH2:2][C:3]1[CH:11]=[CH:10][C:6]2[O:7][CH2:8][O:9][C:5]=2[CH:4]=1.C(=O)([O-])[O-].[K+].[K+].[I-].[Na+].[C:20]([CH2:28][C:29]([O:31][CH2:32][CH3:33])=[O:30])(=[O:27])[C:21]1[CH:26]=[CH:25][CH:24]=[CH:23][CH:22]=1, predict the reaction product.